This data is from Catalyst prediction with 721,799 reactions and 888 catalyst types from USPTO. The task is: Predict which catalyst facilitates the given reaction. (1) Reactant: C([O-])([O-])=O.[Na+].[Na+].[OH:7][C:8]([CH3:41])([CH3:40])[CH2:9][C@@:10]1([C:34]2[CH:39]=[CH:38][CH:37]=[CH:36][CH:35]=2)[O:15][C:14](=[O:16])[N:13]([C@H:17]([C:19]2[CH:24]=[CH:23][C:22](B3OC(C)(C)C(C)(C)O3)=[CH:21][CH:20]=2)[CH3:18])[CH2:12][CH2:11]1.Br[C:43]1[CH:48]=[CH:47][C:46]([C:49]2([OH:53])[CH2:52][O:51][CH2:50]2)=[CH:45][CH:44]=1. Product: [OH:7][C:8]([CH3:40])([CH3:41])[CH2:9][C@@:10]1([C:34]2[CH:39]=[CH:38][CH:37]=[CH:36][CH:35]=2)[O:15][C:14](=[O:16])[N:13]([C@H:17]([C:19]2[CH:20]=[CH:21][C:22]([C:43]3[CH:48]=[CH:47][C:46]([C:49]4([OH:53])[CH2:52][O:51][CH2:50]4)=[CH:45][CH:44]=3)=[CH:23][CH:24]=2)[CH3:18])[CH2:12][CH2:11]1. The catalyst class is: 9. (2) Reactant: [CH3:1][C:2]1[NH:3][C:4]([CH3:25])=[C:5]([C:21]([O:23][CH3:24])=[O:22])[CH:6]([C@H:12]2[CH2:16][CH2:15][C@@H:14]([C:17]([O:19]C)=[O:18])[CH2:13]2)[C:7]=1[C:8]([O:10][CH3:11])=[O:9].[OH-].[Na+].Cl. Product: [CH3:1][C:2]1[NH:3][C:4]([CH3:25])=[C:5]([C:21]([O:23][CH3:24])=[O:22])[CH:6]([C@H:12]2[CH2:16][CH2:15][C@@H:14]([C:17]([OH:19])=[O:18])[CH2:13]2)[C:7]=1[C:8]([O:10][CH3:11])=[O:9]. The catalyst class is: 5.